Dataset: Peptide-MHC class II binding affinity with 134,281 pairs from IEDB. Task: Regression. Given a peptide amino acid sequence and an MHC pseudo amino acid sequence, predict their binding affinity value. This is MHC class II binding data. (1) The peptide sequence is PFTVRYTTEGGTKGE. The MHC is DRB1_0401 with pseudo-sequence DRB1_0401. The binding affinity (normalized) is 0.302. (2) The peptide sequence is QLAFDTYQEFEEAYI. The MHC is DRB3_0101 with pseudo-sequence DRB3_0101. The binding affinity (normalized) is 0.410. (3) The peptide sequence is ISTNIRQAGVQYSRA. The MHC is DRB4_0101 with pseudo-sequence DRB4_0103. The binding affinity (normalized) is 0.597. (4) The peptide sequence is AFKVAATAANDAPAN. The MHC is HLA-DPA10201-DPB11401 with pseudo-sequence HLA-DPA10201-DPB11401. The binding affinity (normalized) is 0.551. (5) The peptide sequence is QKTGECSKCYAINDN. The MHC is DRB1_0101 with pseudo-sequence DRB1_0101. The binding affinity (normalized) is 0.255. (6) The peptide sequence is RSFTLASSETGVG. The MHC is DRB1_0401 with pseudo-sequence DRB1_0401. The binding affinity (normalized) is 0.696. (7) The peptide sequence is DSEEPLQGPFNFRFL. The MHC is DRB1_1501 with pseudo-sequence DRB1_1501. The binding affinity (normalized) is 0.127. (8) The peptide sequence is SEPAKERMARIRRYA. The MHC is H-2-IAd with pseudo-sequence H-2-IAd. The binding affinity (normalized) is 0.357.